This data is from Full USPTO retrosynthesis dataset with 1.9M reactions from patents (1976-2016). The task is: Predict the reactants needed to synthesize the given product. (1) Given the product [CH2:9]([O:8][C:5]1[CH:6]=[CH:7][C:2]([I:1])=[CH:3][CH:4]=1)[C:10]1[CH:15]=[CH:14][CH:13]=[CH:12][CH:11]=1, predict the reactants needed to synthesize it. The reactants are: [I:1][C:2]1[CH:7]=[CH:6][C:5]([OH:8])=[CH:4][CH:3]=1.[CH2:9](Cl)[C:10]1[CH:15]=[CH:14][CH:13]=[CH:12][CH:11]=1.C(=O)([O-])[O-].[K+].[K+]. (2) Given the product [OH:6][CH:4]([CH3:5])[C:2]([NH:7][C:8](=[O:14])[O:9][C:10]([CH3:13])([CH3:12])[CH3:11])([CH3:1])[CH3:3], predict the reactants needed to synthesize it. The reactants are: [CH3:1][C:2]([NH:7][C:8](=[O:14])[O:9][C:10]([CH3:13])([CH3:12])[CH3:11])([C:4](=[O:6])[CH3:5])[CH3:3].[BH4-].[Na+]. (3) Given the product [Br:1][C:2]1[CH:7]=[CH:6][C:5]([S:8]([N:27]([C:20]([CH3:26])([CH3:19])[C:21]([O:23][CH2:24][CH3:25])=[O:22])[CH3:28])(=[O:10])=[O:9])=[CH:4][CH:3]=1, predict the reactants needed to synthesize it. The reactants are: [Br:1][C:2]1[CH:7]=[CH:6][C:5]([S:8](Cl)(=[O:10])=[O:9])=[CH:4][CH:3]=1.C(N(CC)CC)C.[CH3:19][C:20]([NH:27][CH3:28])([CH3:26])[C:21]([O:23][CH2:24][CH3:25])=[O:22]. (4) Given the product [OH:22][CH2:21][C-:11]1[CH:12]=[CH:13][CH:14]=[C:10]1[CH2:9][N:7]([CH3:8])[CH3:6].[CH-:15]1[CH:19]=[CH:18][CH:17]=[CH:16]1.[Fe+2:20], predict the reactants needed to synthesize it. The reactants are: C([Li])CCC.[CH3:6][N:7]([CH2:9][C-:10]1[CH:14]=[CH:13][CH:12]=[CH:11]1)[CH3:8].[CH-:15]1[CH:19]=[CH:18][CH:17]=[CH:16]1.[Fe+2:20].[CH2:21]=[O:22].